Dataset: Peptide-MHC class II binding affinity with 134,281 pairs from IEDB. Task: Regression. Given a peptide amino acid sequence and an MHC pseudo amino acid sequence, predict their binding affinity value. This is MHC class II binding data. The peptide sequence is SSKVTITDTTIGTGD. The MHC is DRB1_0405 with pseudo-sequence DRB1_0405. The binding affinity (normalized) is 0.315.